This data is from Full USPTO retrosynthesis dataset with 1.9M reactions from patents (1976-2016). The task is: Predict the reactants needed to synthesize the given product. (1) Given the product [CH3:1][C:2]1[C:7]([NH:8][C:9]([CH2:11][N:12]2[CH2:13][CH2:14][N:15]([CH2:18][CH:19]([OH:30])[CH2:20][O:21][C:22]3[CH:23]=[CH:24][CH:25]=[CH:26][C:27]=3[O:28][CH3:29])[CH2:16][CH2:17]2)=[O:10])=[C:6]([CH3:31])[CH:5]=[CH:4][CH:3]=1.[S:38]([C:32]1[CH:37]=[CH:36][CH:35]=[CH:34][CH:33]=1)([O-:41])(=[O:40])=[O:39], predict the reactants needed to synthesize it. The reactants are: [CH3:1][C:2]1[C:7]([NH:8][C:9]([CH2:11][N:12]2[CH2:17][CH2:16][N:15]([CH2:18][CH:19]([OH:30])[CH2:20][O:21][C:22]3[CH:23]=[CH:24][CH:25]=[CH:26][C:27]=3[O:28][CH3:29])[CH2:14][CH2:13]2)=[O:10])=[C:6]([CH3:31])[CH:5]=[CH:4][CH:3]=1.[C:32]1([S:38]([OH:41])(=[O:40])=[O:39])[CH:37]=[CH:36][CH:35]=[CH:34][CH:33]=1. (2) Given the product [F:1][C:2]1[CH:3]=[C:4]([I:20])[C:5]([NH:8][C:9](=[O:14])[C:10]([CH3:11])([CH3:13])[CH3:12])=[N:6][CH:7]=1, predict the reactants needed to synthesize it. The reactants are: [F:1][C:2]1[CH:3]=[CH:4][C:5]([NH:8][C:9](=[O:14])[C:10]([CH3:13])([CH3:12])[CH3:11])=[N:6][CH:7]=1.[Li]CCCC.[I:20]I.S([O-])([O-])(=O)=S.[Na+].[Na+]. (3) Given the product [CH2:1]([NH:4][CH2:5][CH2:6][CH2:7][CH2:8][CH2:9][C:10]([O:12][CH2:13][CH3:16])=[O:11])[CH3:2], predict the reactants needed to synthesize it. The reactants are: [C:1]([NH:4][CH2:5][CH2:6][CH2:7][CH2:8][CH2:9][C:10]([O:12][CH3:13])=[O:11])(=O)[CH3:2].[BH4-].[Na+].[C:16](O)(=O)C.O. (4) The reactants are: C(OC(=O)[N:7]([C:9]1[N:17]=[CH:16][N:15]=[C:14]2[C:10]=1[N:11]=[CH:12][N:13]2[C:18]1[CH:23]=[CH:22][C:21]([NH:24][C:25]([NH:27][C:28]2[CH:33]=[CH:32][C:31]([CH:34]=O)=[C:30]([C:36]([F:39])([F:38])[F:37])[CH:29]=2)=[O:26])=[CH:20][CH:19]=1)[CH3:8])(C)(C)C.C(O)(=O)C.[CH3:45][N:46]1[CH2:51][CH2:50][NH:49][CH2:48][CH2:47]1.C([BH3-])#N.[Na+]. Given the product [CH3:8][NH:7][C:9]1[N:17]=[CH:16][N:15]=[C:14]2[C:10]=1[N:11]=[CH:12][N:13]2[C:18]1[CH:19]=[CH:20][C:21]([NH:24][C:25]([NH:27][C:28]2[CH:33]=[CH:32][C:31]([CH2:34][N:49]3[CH2:50][CH2:51][N:46]([CH3:45])[CH2:47][CH2:48]3)=[C:30]([C:36]([F:37])([F:38])[F:39])[CH:29]=2)=[O:26])=[CH:22][CH:23]=1, predict the reactants needed to synthesize it. (5) Given the product [CH2:15]([O:22][C:23]([N:25]1[CH2:30][CH2:29][N:28]([C:10](=[O:12])[C:9]([NH:8][C:6]([O:5][C:1]([CH3:2])([CH3:3])[CH3:4])=[O:7])([CH3:14])[CH3:13])[CH2:27][CH2:26]1)=[O:24])[C:16]1[CH:21]=[CH:20][CH:19]=[CH:18][CH:17]=1, predict the reactants needed to synthesize it. The reactants are: [C:1]([O:5][C:6]([NH:8][C:9]([CH3:14])([CH3:13])[C:10]([OH:12])=O)=[O:7])([CH3:4])([CH3:3])[CH3:2].[CH2:15]([O:22][C:23]([N:25]1[CH2:30][CH2:29][NH:28][CH2:27][CH2:26]1)=[O:24])[C:16]1[CH:21]=[CH:20][CH:19]=[CH:18][CH:17]=1.ON1C2C=CC=CC=2N=N1.Cl.C(N=C=NCCCN(C)C)C. (6) Given the product [CH2:2]([C:3]1[CH:8]=[CH:7][CH:6]=[CH:5][CH:4]=1)[CH3:1].[CH3:9][CH2:10][CH2:11][CH2:12][CH2:13][CH2:14][CH2:15][CH3:16], predict the reactants needed to synthesize it. The reactants are: [CH2:1]=[CH:2][C:3]1[CH:8]=[CH:7][CH:6]=[CH:5][CH:4]=1.[CH2:9]=[CH:10][CH2:11][CH2:12][CH2:13][CH2:14][CH2:15][CH3:16].